Dataset: Forward reaction prediction with 1.9M reactions from USPTO patents (1976-2016). Task: Predict the product of the given reaction. (1) Given the reactants [C:1]([C:3]([C:17]1[CH:22]=[CH:21][CH:20]=[CH:19][CH:18]=1)=[C:4]1[CH2:9][CH2:8][N:7]([C:10]([O:12][C:13]([CH3:16])([CH3:15])[CH3:14])=[O:11])[CH2:6][CH2:5]1)#[N:2].N, predict the reaction product. The product is: [NH2:2][CH2:1][CH:3]([CH:4]1[CH2:5][CH2:6][N:7]([C:10]([O:12][C:13]([CH3:16])([CH3:15])[CH3:14])=[O:11])[CH2:8][CH2:9]1)[C:17]1[CH:22]=[CH:21][CH:20]=[CH:19][CH:18]=1. (2) Given the reactants [CH3:1][C:2]1[C:3]([CH2:9][OH:10])=[C:4]([NH2:8])[CH:5]=[CH:6][CH:7]=1.S(=O)(=O)(O)O.[OH-].[Na+].[CH3:18]O, predict the reaction product. The product is: [CH3:1][C:2]1[C:3]([CH2:9][O:10][CH3:18])=[C:4]([NH2:8])[CH:5]=[CH:6][CH:7]=1. (3) Given the reactants [CH3:1][O:2][C:3]1[CH:11]=[CH:10][C:6]([C:7](O)=[O:8])=[CH:5][C:4]=1/[CH:12]=[CH:13]/[C:14]1[CH:19]=[CH:18][C:17]([O:20][C:21]([F:24])([F:23])[F:22])=[CH:16][CH:15]=1.[CH2:25]([OH:32])[C:26]([NH2:31])([CH2:29][OH:30])[CH2:27][OH:28], predict the reaction product. The product is: [OH:32][CH2:25][C:26]([NH:31][C:7](=[O:8])[C:6]1[CH:10]=[CH:11][C:3]([O:2][CH3:1])=[C:4](/[CH:12]=[CH:13]/[C:14]2[CH:15]=[CH:16][C:17]([O:20][C:21]([F:22])([F:23])[F:24])=[CH:18][CH:19]=2)[CH:5]=1)([CH2:29][OH:30])[CH2:27][OH:28]. (4) Given the reactants [F:1][C:2]([F:12])([F:11])[C:3]1[CH:4]=[C:5]([CH:8]=[CH:9][CH:10]=1)C=O.[CH3:13][CH:14]([CH3:33])[CH:15]([C:27]1[CH:32]=[CH:31][CH:30]=[CH:29][CH:28]=1)[C:16]([NH:18][C@@H:19]1[C@@H:26]2[C@@H:22]([CH2:23][NH:24][CH2:25]2)[CH2:21][CH2:20]1)=[O:17].[CH:34]1(C(C2CCCCC2)C(N[C@@H]2[C@H]3[C@H](CNC3)CC2)=O)[CH2:39]CCC[CH2:35]1, predict the reaction product. The product is: [CH3:13][CH:14]([CH3:33])[CH:15]([C:27]1[CH:28]=[CH:29][CH:30]=[CH:31][CH:32]=1)[C:16]([NH:18][C@@H:19]1[C@@H:26]2[C@@H:22]([CH2:23][N:24]([CH2:35][CH2:34][CH2:39][C:8]3[CH:9]=[CH:10][C:3]([C:2]([F:1])([F:11])[F:12])=[CH:4][CH:5]=3)[CH2:25]2)[CH2:21][CH2:20]1)=[O:17].